Task: Binary Classification. Given a T-cell receptor sequence (or CDR3 region) and an epitope sequence, predict whether binding occurs between them.. Dataset: TCR-epitope binding with 47,182 pairs between 192 epitopes and 23,139 TCRs (1) The epitope is CINGVCWTV. The TCR CDR3 sequence is CASSPWAVGAMNTEAFF. Result: 1 (the TCR binds to the epitope). (2) The TCR CDR3 sequence is CASSLGYGYTF. Result: 1 (the TCR binds to the epitope). The epitope is QASQEVKNW. (3) The epitope is MPASWVMRI. The TCR CDR3 sequence is CASSLKRNYSPLHF. Result: 0 (the TCR does not bind to the epitope). (4) The TCR CDR3 sequence is CATETGAAEAFF. Result: 1 (the TCR binds to the epitope). The epitope is KAYNVTQAF. (5) The epitope is SLVKPSFYV. The TCR CDR3 sequence is CASSSTGPNEQFF. Result: 1 (the TCR binds to the epitope). (6) The epitope is RQLLFVVEV. The TCR CDR3 sequence is CASSEPAGGSYNEQFF. Result: 1 (the TCR binds to the epitope).